From a dataset of Forward reaction prediction with 1.9M reactions from USPTO patents (1976-2016). Predict the product of the given reaction. (1) Given the reactants [CH3:1][O:2][C:3]1[C:14]([O:15][CH3:16])=[CH:13][C:6]2[CH2:7][C:8](=O)[NH:9][CH2:10][CH2:11][C:5]=2[CH:4]=1.B.C1COCC1.C(O)C.[ClH:26], predict the reaction product. The product is: [ClH:26].[CH3:1][O:2][C:3]1[C:14]([O:15][CH3:16])=[CH:13][C:6]2[CH2:7][CH2:8][NH:9][CH2:10][CH2:11][C:5]=2[CH:4]=1. (2) Given the reactants C([N:8]1[C:13](=[O:14])[CH:12]=[C:11]([C:15]2[CH:20]=[CH:19][CH:18]=[CH:17][CH:16]=2)[C:10]([Cl:21])=[N:9]1)C1C=CC=CC=1.[Cl-].[Al+3].[Cl-].[Cl-], predict the reaction product. The product is: [Cl:21][C:10]1[C:11]([C:15]2[CH:20]=[CH:19][CH:18]=[CH:17][CH:16]=2)=[CH:12][C:13](=[O:14])[NH:8][N:9]=1.